Dataset: Catalyst prediction with 721,799 reactions and 888 catalyst types from USPTO. Task: Predict which catalyst facilitates the given reaction. (1) Reactant: [F:1][C:2]1[CH:7]=[CH:6][C:5]([N:8]2[C:17]3[C:12](=[CH:13][C:14]([CH:18]=O)=[CH:15][CH:16]=3)[C:11](=[O:20])[C:10]([C:21]([NH2:23])=[O:22])=[CH:9]2)=[CH:4][CH:3]=1.[CH3:24][C@H:25]1[O:30][C@@H:29]([CH3:31])[CH2:28][NH:27][CH2:26]1.C(O)(=O)C.C(O[BH-](OC(=O)C)OC(=O)C)(=O)C.[Na+]. Product: [CH3:24][C@H:25]1[CH2:26][N:27]([CH2:18][C:14]2[CH:13]=[C:12]3[C:17](=[CH:16][CH:15]=2)[N:8]([C:5]2[CH:4]=[CH:3][C:2]([F:1])=[CH:7][CH:6]=2)[CH:9]=[C:10]([C:21]([NH2:23])=[O:22])[C:11]3=[O:20])[CH2:28][C@@H:29]([CH3:31])[O:30]1. The catalyst class is: 4. (2) Product: [S:12](=[O:14])(=[O:13])([OH:16])[OH:15].[NH2:10][C:3]1[CH:4]=[N:5][N:6]([CH2:7][CH2:8][OH:9])[C:2]=1[NH2:1]. The catalyst class is: 386. Reactant: [NH2:1][C:2]1[N:6]([CH2:7][CH2:8][OH:9])[N:5]=[CH:4][C:3]=1[N:10]=O.[S:12](=[O:16])(=[O:15])([OH:14])[OH:13]. (3) Reactant: [N+](C1C=CC(O[C:9]([O:11][C:12]2[CH:13]=[N:14][CH:15]=[C:16]([CH:21]=2)[C:17]([O:19][CH3:20])=[O:18])=[O:10])=CC=1)([O-])=O.C(#N)C.Cl.[NH:28]1[CH2:33][CH2:32][CH:31]([CH2:34][CH2:35][C:36]2[CH:37]=[C:38]([NH:42][C:43]([NH2:45])=[O:44])[CH:39]=[CH:40][CH:41]=2)[CH2:30][CH2:29]1. Product: [NH2:45][C:43]([NH:42][C:38]1[CH:37]=[C:36]([CH2:35][CH2:34][CH:31]2[CH2:32][CH2:33][N:28]([C:9]([O:11][C:12]3[CH:13]=[N:14][CH:15]=[C:16]([CH:21]=3)[C:17]([O:19][CH3:20])=[O:18])=[O:10])[CH2:29][CH2:30]2)[CH:41]=[CH:40][CH:39]=1)=[O:44]. The catalyst class is: 25. (4) Reactant: [OH:1][Si:2]([CH3:13])([CH3:12])[C:3]1[CH:11]=[CH:10][C:6]([C:7]([OH:9])=O)=[CH:5][CH:4]=1.CCN=C=NCCCN(C)C.CCN(C(C)C)C(C)C.C1C=CC2N(O)N=NC=2C=1.[NH2:44][CH2:45][CH2:46][CH2:47][NH:48][C:49](=[O:75])[CH2:50][C@@H:51]1[N:57]=[C:56]([C:58]2[CH:63]=[CH:62][C:61]([Cl:64])=[CH:60][CH:59]=2)[C:55]2[CH:65]=[C:66]([O:69][CH3:70])[CH:67]=[CH:68][C:54]=2[N:53]2[C:71]([CH3:74])=[N:72][N:73]=[C:52]12. Product: [Cl:64][C:61]1[CH:62]=[CH:63][C:58]([C:56]2[C:55]3[CH:65]=[C:66]([O:69][CH3:70])[CH:67]=[CH:68][C:54]=3[N:53]3[C:71]([CH3:74])=[N:72][N:73]=[C:52]3[C@H:51]([CH2:50][C:49]([NH:48][CH2:47][CH2:46][CH2:45][NH:44][C:7](=[O:9])[C:6]3[CH:5]=[CH:4][C:3]([Si:2]([OH:1])([CH3:13])[CH3:12])=[CH:11][CH:10]=3)=[O:75])[N:57]=2)=[CH:59][CH:60]=1. The catalyst class is: 3. (5) Reactant: [F:1][C:2]1[CH:3]=[N:4][CH:5]=[CH:6][C:7]=1[NH:8][C:9](=[O:15])[O:10][C:11]([CH3:14])([CH3:13])[CH3:12].[N+:16]([C:19]1[CH:24]=[C:23]([N+:25]([O-:27])=[O:26])[CH:22]=[CH:21][C:20]=1[O:28]N)([O-:18])=[O:17]. Product: [NH2:16][N+:4]1[CH:5]=[CH:6][C:7]([NH:8][C:9]([O:10][C:11]([CH3:12])([CH3:14])[CH3:13])=[O:15])=[C:2]([F:1])[CH:3]=1.[N+:16]([C:19]1[CH:24]=[C:23]([N+:25]([O-:27])=[O:26])[CH:22]=[CH:21][C:20]=1[O-:28])([O-:18])=[O:17]. The catalyst class is: 23. (6) The catalyst class is: 206. Product: [CH3:24][C:2]1([CH3:1])[C:6]([CH3:7])([CH3:8])[O:5][B:4]([C:9]2[CH:10]=[C:11]([C:31]3[CH:32]=[CH:33][C:34]4[C:29](=[C:28]5[C:37](=[CH:36][CH:35]=4)[CH:38]=[CH:39][CH:26]=[N:27]5)[N:30]=3)[CH:12]=[CH:13][CH:14]=2)[O:3]1. Reactant: [CH3:1][C:2]1([CH3:24])[C:6]([CH3:8])([CH3:7])[O:5][B:4]([C:9]2[CH:14]=[CH:13][CH:12]=[C:11](B3OC(C)(C)C(C)(C)O3)[CH:10]=2)[O:3]1.Cl[C:26]1[CH:39]=[CH:38][C:37]2[C:28](=[C:29]3[C:34](=[CH:35][CH:36]=2)[CH:33]=[CH:32][CH:31]=[N:30]3)[N:27]=1.C([O-])([O-])=O.[Na+].[Na+].CCO. (7) Reactant: [I:1][C:2]1[CH:3]=[C:4]([OH:8])[CH:5]=[CH:6][CH:7]=1.[Si:9](Cl)([C:22]([CH3:25])([CH3:24])[CH3:23])([C:16]1[CH:21]=[CH:20][CH:19]=[CH:18][CH:17]=1)[C:10]1[CH:15]=[CH:14][CH:13]=[CH:12][CH:11]=1.N1C=CN=C1. Product: [Si:9]([O:8][C:4]1[CH:3]=[C:2]([I:1])[CH:7]=[CH:6][CH:5]=1)([C:22]([CH3:25])([CH3:24])[CH3:23])([C:16]1[CH:17]=[CH:18][CH:19]=[CH:20][CH:21]=1)[C:10]1[CH:15]=[CH:14][CH:13]=[CH:12][CH:11]=1. The catalyst class is: 3. (8) Reactant: Br[C:2]1[S:3][C:4]([C:8]([O:10][CH2:11][CH3:12])=[O:9])=[C:5]([CH3:7])[N:6]=1.C(=O)([O-])[O-].[K+].[K+].[NH:19]1[CH2:24][CH2:23][NH:22][CH2:21][CH2:20]1. Product: [CH3:7][C:5]1[N:6]=[C:2]([N:19]2[CH2:24][CH2:23][NH:22][CH2:21][CH2:20]2)[S:3][C:4]=1[C:8]([O:10][CH2:11][CH3:12])=[O:9]. The catalyst class is: 3. (9) Reactant: [N+:1]([C:4]1[CH:12]=[C:11]2[C:7]([CH2:8][CH2:9][C:10]2=[O:13])=[CH:6][CH:5]=1)([O-])=O.ClCCl.C(OCC)(=O)C. Product: [NH2:1][C:4]1[CH:12]=[C:11]2[C:7]([CH2:8][CH2:9][C:10]2=[O:13])=[CH:6][CH:5]=1. The catalyst class is: 129. (10) Reactant: [Br:1][CH:2](Br)[C:3]([C:5]1[CH:10]=[CH:9][C:8]([N:11]2[CH2:16][CH2:15][CH2:14][CH2:13][CH2:12]2)=[CH:7][CH:6]=1)=[O:4].C(OP([O-])OCC)C.C(N(CC)CC)C. Product: [Br:1][CH2:2][C:3]([C:5]1[CH:10]=[CH:9][C:8]([N:11]2[CH2:16][CH2:15][CH2:14][CH2:13][CH2:12]2)=[CH:7][CH:6]=1)=[O:4]. The catalyst class is: 7.